Predict which catalyst facilitates the given reaction. From a dataset of Catalyst prediction with 721,799 reactions and 888 catalyst types from USPTO. (1) The catalyst class is: 3. Reactant: Cl.Cl[C:3]1[C:8]([Cl:9])=[CH:7][N:6]=[CH:5][N:4]=1.C(N(CC)CC)C.[NH:17]1[CH2:25][CH2:24][CH:20]([C:21]([NH2:23])=[O:22])[CH2:19][CH2:18]1.C(=O)([O-])O.[Na+]. Product: [Cl:9][C:8]1[C:3]([N:17]2[CH2:25][CH2:24][CH:20]([C:21]([NH2:23])=[O:22])[CH2:19][CH2:18]2)=[N:4][CH:5]=[N:6][CH:7]=1. (2) The catalyst class is: 23. Reactant: [CH2:1]([O:3][C:4](=[O:27])[C:5]([N:7]([CH2:19][C:20]1[CH:25]=[CH:24][C:23]([NH2:26])=[CH:22][CH:21]=1)[CH2:8][C:9]1[CH:14]=[CH:13][C:12]([C:15]([F:18])([F:17])[F:16])=[CH:11][CH:10]=1)=[O:6])[CH3:2].[CH2:28]1[O:40][CH:29]1[CH2:30][CH2:31][CH2:32][CH2:33][CH2:34][CH2:35][CH2:36][CH2:37][CH2:38][CH3:39].Cl([O-])(=O)(=O)=O.[Mg+2].Cl([O-])(=O)(=O)=O.O. Product: [CH2:1]([O:3][C:4](=[O:27])[C:5]([N:7]([CH2:19][C:20]1[CH:21]=[CH:22][C:23]([NH:26][CH2:28][CH:29]([OH:40])[CH2:30][CH2:31][CH2:32][CH2:33][CH2:34][CH2:35][CH2:36][CH2:37][CH2:38][CH3:39])=[CH:24][CH:25]=1)[CH2:8][C:9]1[CH:10]=[CH:11][C:12]([C:15]([F:16])([F:17])[F:18])=[CH:13][CH:14]=1)=[O:6])[CH3:2]. (3) The catalyst class is: 1. Reactant: C1([O:7][C:8](=O)[NH:9][C:10]2[CH:15]=[CH:14][C:13]([C:16]3[C:26]4[C:25](=[O:27])[N:24]([CH:28]5[CH2:33][CH2:32][O:31][CH2:30][CH2:29]5)[CH2:23][C:22]([CH3:35])([CH3:34])[O:21][C:20]=4[N:19]=[C:18]([N:36]4[CH2:42][CH:41]5[O:43][CH:38]([CH2:39][CH2:40]5)[CH2:37]4)[N:17]=3)=[CH:12][CH:11]=2)C=CC=CC=1.[CH3:45][N:46]1[CH:50]=[CH:49][C:48]([NH2:51])=[N:47]1.CN(C=O)C. Product: [CH3:35][C:22]1([CH3:34])[O:21][C:20]2[N:19]=[C:18]([N:36]3[CH2:37][CH:38]4[O:43][CH:41]([CH2:40][CH2:39]4)[CH2:42]3)[N:17]=[C:16]([C:13]3[CH:12]=[CH:11][C:10]([NH:9][C:8]([NH:51][C:48]4[CH:49]=[CH:50][N:46]([CH3:45])[N:47]=4)=[O:7])=[CH:15][CH:14]=3)[C:26]=2[C:25](=[O:27])[N:24]([CH:28]2[CH2:33][CH2:32][O:31][CH2:30][CH2:29]2)[CH2:23]1. (4) The catalyst class is: 27. Product: [OH:1][C:2]1[CH:11]=[C:10]([O:12][CH3:13])[C:9]([Cl:25])=[C:8](/[CH:14]=[CH:15]/[C:16]2[CH:17]=[CH:18][CH:19]=[CH:20][CH:21]=2)[C:3]=1[C:4]([O:6][CH3:7])=[O:5]. Reactant: [OH:1][C:2]1[CH:11]=[C:10]([O:12][CH3:13])[CH:9]=[C:8](/[CH:14]=[CH:15]/[C:16]2[CH:21]=[CH:20][CH:19]=[CH:18][CH:17]=2)[C:3]=1[C:4]([O:6][CH3:7])=[O:5].S(Cl)([Cl:25])(=O)=O. (5) Reactant: [Cl:1][C:2]1[CH:3]=[C:4]([NH:14][CH:15]2[CH2:20][CH2:19][O:18][CH2:17][CH2:16]2)[C:5]([CH2:12][CH3:13])=[C:6]([CH:11]=1)[C:7]([O:9][CH3:10])=[O:8].[CH:21](=O)[CH3:22].C(O)(=O)C.C(O[BH-](OC(=O)C)OC(=O)C)(=O)C.[Na+].C([O-])(O)=O.[Na+]. Product: [Cl:1][C:2]1[CH:3]=[C:4]([N:14]([CH2:21][CH3:22])[CH:15]2[CH2:20][CH2:19][O:18][CH2:17][CH2:16]2)[C:5]([CH2:12][CH3:13])=[C:6]([CH:11]=1)[C:7]([O:9][CH3:10])=[O:8]. The catalyst class is: 325. (6) Product: [Cl:1][C:2]1[C:11]2[C:6](=[CH:7][CH:8]=[C:9]([S:12]([NH2:16])(=[O:14])=[O:13])[CH:10]=2)[CH:5]=[N:4][CH:3]=1. Reactant: [Cl:1][C:2]1[C:11]2[C:6](=[CH:7][CH:8]=[C:9]([S:12](Cl)(=[O:14])=[O:13])[CH:10]=2)[CH:5]=[N:4][CH:3]=1.[NH3:16]. The catalyst class is: 12. (7) Reactant: [F:1][C:2]1[CH:7]=[CH:6][CH:5]=[CH:4][C:3]=1[C:8]1[C:12]([C:13]([OH:15])=O)=[C:11]([CH3:16])[O:10][N:9]=1.Cl.C(N=C=NCCCN(C)C)C.[F:29][C:30]1[CH:35]=[CH:34][C:33]([N:36]2[CH2:41][CH2:40][NH:39][CH2:38][CH2:37]2)=[CH:32][CH:31]=1. Product: [F:1][C:2]1[CH:7]=[CH:6][CH:5]=[CH:4][C:3]=1[C:8]1[C:12]([C:13]([N:39]2[CH2:38][CH2:37][N:36]([C:33]3[CH:32]=[CH:31][C:30]([F:29])=[CH:35][CH:34]=3)[CH2:41][CH2:40]2)=[O:15])=[C:11]([CH3:16])[O:10][N:9]=1. The catalyst class is: 4.